Regression. Given two drug SMILES strings and cell line genomic features, predict the synergy score measuring deviation from expected non-interaction effect. From a dataset of NCI-60 drug combinations with 297,098 pairs across 59 cell lines. (1) Drug 2: C(CC(=O)O)C(=O)CN.Cl. Synergy scores: CSS=44.2, Synergy_ZIP=-3.21, Synergy_Bliss=-5.43, Synergy_Loewe=-19.6, Synergy_HSA=-3.87. Cell line: SR. Drug 1: C1=C(C(=O)NC(=O)N1)N(CCCl)CCCl. (2) Drug 1: CC1=C(C(CCC1)(C)C)C=CC(=CC=CC(=CC(=O)O)C)C. Drug 2: CC1=C(C=C(C=C1)NC(=O)C2=CC=C(C=C2)CN3CCN(CC3)C)NC4=NC=CC(=N4)C5=CN=CC=C5. Cell line: NCI-H322M. Synergy scores: CSS=3.25, Synergy_ZIP=-2.18, Synergy_Bliss=-3.50, Synergy_Loewe=-1.26, Synergy_HSA=-3.63. (3) Drug 1: CC1C(C(CC(O1)OC2CC(CC3=C2C(=C4C(=C3O)C(=O)C5=C(C4=O)C(=CC=C5)OC)O)(C(=O)CO)O)N)O. Drug 2: CCC1=C2N=C(C=C(N2N=C1)NCC3=C[N+](=CC=C3)[O-])N4CCCCC4CCO. Synergy scores: CSS=65.7, Synergy_ZIP=-2.67, Synergy_Bliss=-2.68, Synergy_Loewe=-5.44, Synergy_HSA=0.839. Cell line: OVCAR3.